From a dataset of Forward reaction prediction with 1.9M reactions from USPTO patents (1976-2016). Predict the product of the given reaction. (1) Given the reactants C(OC([N:8]1[CH2:13][CH2:12][CH:11]([C:14]2[N:15]([CH3:40])[C:16]3[C:21]([N:22]=2)=[C:20]([N:23]2[CH2:28][CH2:27][O:26][CH2:25][CH2:24]2)[N:19]=[C:18]([N:29]2[C:33]4[CH:34]=[CH:35][CH:36]=[CH:37][C:32]=4[N:31]=[C:30]2[CH2:38][CH3:39])[N:17]=3)[CH2:10][CH2:9]1)=O)(C)(C)C.[ClH:41].CCOCC, predict the reaction product. The product is: [ClH:41].[CH2:38]([C:30]1[N:29]([C:18]2[N:17]=[C:16]3[C:21]([N:22]=[C:14]([CH:11]4[CH2:10][CH2:9][NH:8][CH2:13][CH2:12]4)[N:15]3[CH3:40])=[C:20]([N:23]3[CH2:24][CH2:25][O:26][CH2:27][CH2:28]3)[N:19]=2)[C:33]2[CH:34]=[CH:35][CH:36]=[CH:37][C:32]=2[N:31]=1)[CH3:39]. (2) The product is: [CH2:3]([C:5]1[C:6]([OH:25])=[CH:7][C:8]2[CH2:9][CH2:10][C@@H:11]3[C@@H:20]([C:21]=2[CH:22]=1)[CH2:19][CH2:18][C@@:16]1([CH3:17])[C@H:12]3[CH2:13][CH2:14][C@@H:15]1[O:23][CH3:24])[CH3:4]. Given the reactants CO[CH:3]([C:5]1[C:6]([O:25]CC2C=CC=CC=2)=[CH:7][C:8]2[CH2:9][CH2:10][C@@H:11]3[C@@H:20]([C:21]=2[CH:22]=1)[CH2:19][CH2:18][C@@:16]1([CH3:17])[C@H:12]3[CH2:13][CH2:14][C@@H:15]1[O:23][CH3:24])[CH3:4].ClCCl, predict the reaction product. (3) Given the reactants Cl.[F:2][C:3]([F:16])([F:15])[CH2:4][O:5][C:6]1[N:11]=[CH:10][C:9]([CH:12]([NH2:14])[CH3:13])=[CH:8][CH:7]=1.[C:17]([O:21][C:22](O[C:22]([O:21][C:17]([CH3:20])([CH3:19])[CH3:18])=[O:23])=[O:23])([CH3:20])([CH3:19])[CH3:18].C(N(CC)CC)C, predict the reaction product. The product is: [F:16][C:3]([F:2])([F:15])[CH2:4][O:5][C:6]1[N:11]=[CH:10][C:9]([CH:12]([NH:14][C:22](=[O:23])[O:21][C:17]([CH3:20])([CH3:19])[CH3:18])[CH3:13])=[CH:8][CH:7]=1. (4) Given the reactants Cl[C:2](OC(Cl)(Cl)Cl)=[O:3].[NH2:9][C:10]1[CH:18]=[CH:17][C:16]([F:19])=[CH:15][C:11]=1[C:12]([OH:14])=[O:13], predict the reaction product. The product is: [F:19][C:16]1[CH:17]=[CH:18][C:10]2[NH:9][C:2](=[O:3])[O:13][C:12](=[O:14])[C:11]=2[CH:15]=1. (5) Given the reactants C([O:3][C:4]1[CH2:13][C:12]2[C:11]([NH:14][C:15]3[O:16][C:17]([C:20]4[CH:25]=[CH:24][C:23]([CH3:26])=[CH:22][CH:21]=4)=[CH:18][N:19]=3)=[CH:10][CH:9]=[CH:8][C:7]=2[CH2:6][CH:5]=1)C.C(OC1CC2C(NC3OC(C4C=CC(C(F)(F)F)=CC=4)=CN=3)=CC=CC=2CC=1)C, predict the reaction product. The product is: [CH3:26][C:23]1[CH:24]=[CH:25][C:20]([C:17]2[O:16][C:15]([NH:14][C:11]3[CH:10]=[CH:9][CH:8]=[C:7]4[C:12]=3[CH2:13][C:4](=[O:3])[CH2:5][CH2:6]4)=[N:19][CH:18]=2)=[CH:21][CH:22]=1. (6) Given the reactants [F:1][C:2]1[CH:7]=[CH:6][CH:5]=[CH:4][C:3]=1[C:8]1[N:16]=[C:11]2[CH:12]=[N:13][NH:14][CH:15]=[C:10]2[N:9]=1.[C:17]([C:21]1[CH:26]=[CH:25][C:24]([C:27]2[CH:31]=[C:30]([CH2:32]Cl)[O:29][N:28]=2)=[CH:23][CH:22]=1)([CH3:20])([CH3:19])[CH3:18], predict the reaction product. The product is: [C:17]([C:21]1[CH:22]=[CH:23][C:24]([C:27]2[CH:31]=[C:30]([CH2:32][N:13]3[CH:12]=[C:11]4[N:16]=[C:8]([C:3]5[CH:4]=[CH:5][CH:6]=[CH:7][C:2]=5[F:1])[N:9]=[C:10]4[CH:15]=[N:14]3)[O:29][N:28]=2)=[CH:25][CH:26]=1)([CH3:20])([CH3:19])[CH3:18]. (7) The product is: [CH2:1]([O:8][C:9]1[CH:14]=[CH:13][C:12]([CH:15]2[CH:20]=[CH:19][N:18]([CH:21]([C:23]3[CH:28]=[CH:27][CH:26]=[CH:25][CH:24]=3)[CH3:22])[CH2:17][CH:16]2[O:29][Si:44]([CH:51]([CH3:53])[CH3:52])([CH:48]([CH3:50])[CH3:49])[CH:45]([CH3:47])[CH3:46])=[CH:11][CH:10]=1)[C:2]1[CH:3]=[CH:4][CH:5]=[CH:6][CH:7]=1. Given the reactants [CH2:1]([O:8][C:9]1[CH:14]=[CH:13][C:12]([CH:15]2[CH:20]=[CH:19][N:18]([CH:21]([C:23]3[CH:28]=[CH:27][CH:26]=[CH:25][CH:24]=3)[CH3:22])[CH2:17][CH:16]2[OH:29])=[CH:11][CH:10]=1)[C:2]1[CH:7]=[CH:6][CH:5]=[CH:4][CH:3]=1.N1C(C)=CC=CC=1C.FC(F)(F)S(O[Si:44]([CH:51]([CH3:53])[CH3:52])([CH:48]([CH3:50])[CH3:49])[CH:45]([CH3:47])[CH3:46])(=O)=O.O, predict the reaction product. (8) Given the reactants [Cl:1][C:2]1[C:9]([O:10][CH3:11])=[CH:8][C:5]([CH:6]=O)=[C:4](F)[CH:3]=1.[F:13][C:14]1[CH:19]=[CH:18][C:17]([NH:20][NH2:21])=[CH:16][CH:15]=1.C(=O)([O-])[O-].[Cs+].[Cs+], predict the reaction product. The product is: [F:13][C:14]1[CH:19]=[CH:18][C:17]([N:20]2[C:4]3[C:5](=[CH:8][C:9]([O:10][CH3:11])=[C:2]([Cl:1])[CH:3]=3)[CH:6]=[N:21]2)=[CH:16][CH:15]=1. (9) The product is: [CH3:1][O:2][CH2:3][C@H:4]([CH3:34])[O:5][C:6]1[CH:7]=[C:8]([CH:20]=[C:21]([C:23]2[NH:24][C:25]([C:28]3[O:29][C@@H:30]([CH3:33])[CH2:31][N:32]=3)=[CH:26][CH:27]=2)[CH:22]=1)[O:9][C:10]1[CH:11]=[CH:12][C:13]([C:16]([OH:18])=[O:17])=[N:14][CH:15]=1. Given the reactants [CH3:1][O:2][CH2:3][C@H:4]([CH3:34])[O:5][C:6]1[CH:7]=[C:8]([CH:20]=[C:21]([C:23]2[NH:24][C:25]([C:28]3[O:29][C@@H:30]([CH3:33])[CH2:31][N:32]=3)=[CH:26][CH:27]=2)[CH:22]=1)[O:9][C:10]1[CH:11]=[CH:12][C:13]([C:16]([O:18]C)=[O:17])=[N:14][CH:15]=1.O.O.[OH-].[Li+].[Cl-].[NH4+], predict the reaction product. (10) Given the reactants [Cl:1][C:2]1[C:6]([Cl:7])=[C:5]([CH3:8])[NH:4][C:3]=1[C:9]([NH:11][C@@H:12]1[CH2:17][CH2:16][N:15](C(OCC2C=CC=CC=2)=O)[CH2:14][C@@H:13]1[N:28]1[CH:32]=[CH:31][N:30]=[N:29]1)=[O:10].[BrH:33].CC(O)=O, predict the reaction product. The product is: [BrH:33].[Cl:1][C:2]1[C:6]([Cl:7])=[C:5]([CH3:8])[NH:4][C:3]=1[C:9]([NH:11][C@@H:12]1[CH2:17][CH2:16][NH:15][CH2:14][C@@H:13]1[N:28]1[CH:32]=[CH:31][N:30]=[N:29]1)=[O:10].